This data is from Forward reaction prediction with 1.9M reactions from USPTO patents (1976-2016). The task is: Predict the product of the given reaction. (1) Given the reactants [CH:1](=O)[CH3:2].[N+:4]([C:7]1[N:8]=[C:9]2[N:14]([CH:15]=1)[CH2:13][CH2:12][C@H:11]([CH2:16][O:17][C:18]1[CH:23]=[CH:22][C:21]([N:24]3[CH2:29][CH2:28][CH:27]([NH:30][C:31]4[CH:36]=[CH:35][C:34]([C:37]([F:40])([F:39])[F:38])=[CH:33][CH:32]=4)[CH2:26][CH2:25]3)=[CH:20][CH:19]=1)[O:10]2)([O-:6])=[O:5].C(O[BH-](OC(=O)C)OC(=O)C)(=O)C.[Na+].[OH-].[Na+].C(=O)([O-])O.[Na+], predict the reaction product. The product is: [CH2:1]([N:30]([CH:27]1[CH2:28][CH2:29][N:24]([C:21]2[CH:20]=[CH:19][C:18]([O:17][CH2:16][C@@H:11]3[O:10][C:9]4=[N:8][C:7]([N+:4]([O-:6])=[O:5])=[CH:15][N:14]4[CH2:13][CH2:12]3)=[CH:23][CH:22]=2)[CH2:25][CH2:26]1)[C:31]1[CH:32]=[CH:33][C:34]([C:37]([F:40])([F:39])[F:38])=[CH:35][CH:36]=1)[CH3:2]. (2) Given the reactants Cl[C:2]1[CH:3]=[CH:4][C:5]2[C:12]3[N:13](CC4C=CC(OC)=CC=4OC)[C:14](=[O:22])[C:15]([C:18]([O:20]C)=[O:19])=[C:16]([OH:17])[C:11]=3[CH2:10][CH2:9][CH2:8][CH2:7][C:6]=2[CH:34]=1.[CH2:35]([NH2:37])[CH3:36], predict the reaction product. The product is: [CH2:35]([NH:37][C:2]1[CH:3]=[CH:4][C:5]2[C:12]3[NH:13][C:14](=[O:22])[C:15]([C:18]([OH:20])=[O:19])=[C:16]([OH:17])[C:11]=3[CH2:10][CH2:9][CH2:8][CH2:7][C:6]=2[CH:34]=1)[CH3:36]. (3) Given the reactants [F:1][C:2]1[CH:7]=[CH:6][C:5]([N:8]2[C:12]3=[N:13][CH:14]=[CH:15][C:16]([I:17])=[C:11]3[CH:10]=[N:9]2)=[CH:4][CH:3]=1.[Cl:18]N1C(=O)CCC1=O, predict the reaction product. The product is: [Cl:18][C:10]1[C:11]2[C:12](=[N:13][CH:14]=[CH:15][C:16]=2[I:17])[N:8]([C:5]2[CH:4]=[CH:3][C:2]([F:1])=[CH:7][CH:6]=2)[N:9]=1.